Dataset: Full USPTO retrosynthesis dataset with 1.9M reactions from patents (1976-2016). Task: Predict the reactants needed to synthesize the given product. (1) Given the product [F:37][C:34]([F:35])([F:36])[C:31]1[CH:30]=[CH:29][C:28]([C:23]2[C:22]([C:20]([NH:19][C:16]3[CH:17]=[CH:18][C:13]([N:10]4[CH2:9][CH2:8][N:7]([CH2:6][C:4]([OH:5])=[O:3])[CH2:12][CH2:11]4)=[CH:14][CH:15]=3)=[O:21])=[CH:27][CH:26]=[CH:25][CH:24]=2)=[CH:33][CH:32]=1, predict the reactants needed to synthesize it. The reactants are: C([O:3][C:4]([CH2:6][N:7]1[CH2:12][CH2:11][N:10]([C:13]2[CH:18]=[CH:17][C:16]([NH:19][C:20]([C:22]3[C:23]([C:28]4[CH:33]=[CH:32][C:31]([C:34]([F:37])([F:36])[F:35])=[CH:30][CH:29]=4)=[CH:24][CH:25]=[CH:26][CH:27]=3)=[O:21])=[CH:15][CH:14]=2)[CH2:9][CH2:8]1)=[O:5])C.[OH-].[Na+].Cl. (2) Given the product [CH3:1][C:2]1[C:6]([C:7]2[CH:8]=[C:9]([C:25]([NH:27][CH2:28][C:29]3[O:33][N:32]=[C:31]([CH2:34][S:38][CH3:37])[CH:30]=3)=[O:26])[C:10](=[O:24])[N:11]([C:14]3[CH:19]=[CH:18][CH:17]=[C:16]([C:20]([F:23])([F:22])[F:21])[CH:15]=3)[C:12]=2[CH3:13])=[C:5]([CH3:36])[O:4][N:3]=1, predict the reactants needed to synthesize it. The reactants are: [CH3:1][C:2]1[C:6]([C:7]2[CH:8]=[C:9]([C:25]([NH:27][CH2:28][C:29]3[O:33][N:32]=[C:31]([CH2:34]O)[CH:30]=3)=[O:26])[C:10](=[O:24])[N:11]([C:14]3[CH:19]=[CH:18][CH:17]=[C:16]([C:20]([F:23])([F:22])[F:21])[CH:15]=3)[C:12]=2[CH3:13])=[C:5]([CH3:36])[O:4][N:3]=1.[CH3:37][S:38]SC.C(P(CC)CC)C.